Dataset: Forward reaction prediction with 1.9M reactions from USPTO patents (1976-2016). Task: Predict the product of the given reaction. (1) Given the reactants C(=O)([O-])[O-].[K+].[K+].[N:7]1([C:13]2[CH:14]=[CH:15][C:16]3[O:20][C:19]([C:21]([NH2:23])=[O:22])=[CH:18][C:17]=3[CH:24]=2)[CH2:12][CH2:11][NH:10][CH2:9][CH2:8]1.Cl[CH2:26][CH2:27][CH2:28][CH2:29][C:30]1[C:38]2[C:33](=[CH:34][CH:35]=[C:36]([C:39]#[N:40])[CH:37]=2)[NH:32][CH:31]=1, predict the reaction product. The product is: [C:39]([C:36]1[CH:37]=[C:38]2[C:33](=[CH:34][CH:35]=1)[NH:32][CH:31]=[C:30]2[CH2:29][CH2:28][CH2:27][CH2:26][N:10]1[CH2:9][CH2:8][N:7]([C:13]2[CH:14]=[CH:15][C:16]3[O:20][C:19]([C:21]([NH2:23])=[O:22])=[CH:18][C:17]=3[CH:24]=2)[CH2:12][CH2:11]1)#[N:40]. (2) Given the reactants [OH:1][C@H:2]([CH2:13][NH:14][C:15]1[CH:20]=[CH:19][C:18]([N:21]2[CH2:26][CH2:25][O:24][CH2:23][C:22]2=[O:27])=[CH:17][CH:16]=1)[CH2:3][NH:4][C:5]([C:7]1[S:8][C:9]([Cl:12])=[CH:10][CH:11]=1)=[O:6].[C:28]([Cl:31])([Cl:30])=[O:29], predict the reaction product. The product is: [C:28]([Cl:31])([Cl:30])=[O:29].[Cl:12][C:9]1[S:8][C:7]([C:5]([NH:4][CH2:3][C@@H:2]2[O:1][C:28](=[O:29])[N:14]([C:15]3[CH:16]=[CH:17][C:18]([N:21]4[CH2:26][CH2:25][O:24][CH2:23][C:22]4=[O:27])=[CH:19][CH:20]=3)[CH2:13]2)=[O:6])=[CH:11][CH:10]=1. (3) Given the reactants [CH:1]1([CH2:4][N:5]2[C:9]3[CH:10]=[CH:11][C:12]([S:14]([C:17]4([CH2:42][OH:43])[CH2:22][CH2:21][N:20](C(C5C=CC=CC=5)(C5C=CC=CC=5)C5C=CC=CC=5)[CH2:19][CH2:18]4)(=[O:16])=[O:15])=[CH:13][C:8]=3[N:7]=[C:6]2[CH2:44][C:45]([CH3:48])([CH3:47])[CH3:46])[CH2:3][CH2:2]1.FC(F)(F)C(O)=O, predict the reaction product. The product is: [CH:1]1([CH2:4][N:5]2[C:9]3[CH:10]=[CH:11][C:12]([S:14]([C:17]4([CH2:42][OH:43])[CH2:22][CH2:21][NH:20][CH2:19][CH2:18]4)(=[O:16])=[O:15])=[CH:13][C:8]=3[N:7]=[C:6]2[CH2:44][C:45]([CH3:48])([CH3:47])[CH3:46])[CH2:3][CH2:2]1. (4) Given the reactants [CH3:1][O:2][CH2:3][CH2:4][CH2:5][O:6][C:7]1[CH:12]=[CH:11][N:10]=[C:9]([CH2:13][S:14][C:15]2[NH:19][C:18]3[CH:20]=[CH:21][CH:22]=[CH:23][C:17]=3[N:16]=2)[C:8]=1[CH3:24].CC1C([O:43]CC(F)(F)F)=CC=NC=1CSC1NC2C=CC=CC=2N=1, predict the reaction product. The product is: [CH3:24][C:8]1[C:9]([CH2:13][S+:14]([O-:43])[C:15]2[NH:19][C:18]3[CH:20]=[CH:21][CH:22]=[CH:23][C:17]=3[N:16]=2)=[N:10][CH:11]=[CH:12][C:7]=1[O:6][CH2:5][CH2:4][CH2:3][O:2][CH3:1]. (5) Given the reactants [C:1]([N:8]1[CH2:13][CH2:12][NH:11][CH2:10][CH2:9]1)([O:3][C:4]([CH3:7])([CH3:6])[CH3:5])=[O:2].C1C=CC2N(O)N=NC=2C=1.[CH3:24][N:25]([CH3:30])[CH2:26][C:27](O)=[O:28].C1CCC(N=C=NC2CCCCC2)CC1, predict the reaction product. The product is: [C:4]([O:3][C:1]([N:8]1[CH2:9][CH2:10][N:11]([C:27](=[O:28])[CH2:26][N:25]([CH3:30])[CH3:24])[CH2:12][CH2:13]1)=[O:2])([CH3:7])([CH3:6])[CH3:5]. (6) The product is: [CH3:31][S:32]([O:21][CH2:20][C@H:17]1[CH2:16][CH2:15][C@H:14]([NH:13][C:5]2[C:4]([N+:1]([O-:3])=[O:2])=[CH:9][N:8]=[C:7]3[CH:10]=[CH:11][S:12][C:6]=23)[CH2:19][CH2:18]1)(=[O:34])=[O:33]. Given the reactants [N+:1]([C:4]1[C:5]([NH:13][C@H:14]2[CH2:19][CH2:18][C@H:17]([CH2:20][OH:21])[CH2:16][CH2:15]2)=[C:6]2[S:12][CH:11]=[CH:10][C:7]2=[N:8][CH:9]=1)([O-:3])=[O:2].C(N(CC)C(C)C)(C)C.[CH3:31][S:32](Cl)(=[O:34])=[O:33], predict the reaction product.